Dataset: Catalyst prediction with 721,799 reactions and 888 catalyst types from USPTO. Task: Predict which catalyst facilitates the given reaction. Reactant: C(O[C:6](=[O:21])[NH:7][C:8]1[C:13]([C:14]2[O:18][N:17]=[C:16]([CH2:19]O)[CH:15]=2)=[CH:12][CH:11]=[CH:10][N:9]=1)CCC.S(Cl)([Cl:24])=O.N1C2C=CC=CC=2N=N1.[OH-:35].[Na+].[C:37](OC)([CH3:40])([CH3:39])[CH3:38]. Product: [C:37]([O:35][C:6](=[O:21])[NH:7][C:8]1[C:13]([C:14]2[O:18][N:17]=[C:16]([CH2:19][Cl:24])[CH:15]=2)=[CH:12][CH:11]=[CH:10][N:9]=1)([CH3:40])([CH3:39])[CH3:38]. The catalyst class is: 80.